This data is from Reaction yield outcomes from USPTO patents with 853,638 reactions. The task is: Predict the reaction yield, written as a fraction of the theoretical maximum amount of product (1.0 means a 100% yield; for example, 0.34 means a 34% yield). (1) The reactants are Br[C:2]1[CH:7]=[CH:6][C:5]([NH:8][C:9]#[N:10])=[C:4]([F:11])[CH:3]=1.[CH3:12][N:13]1[C:17]([C:18]#[N:19])=[CH:16][CH:15]=[C:14]1B(O)O.C(=O)([O-])[O-].[K+].[K+].C(P(C(C)(C)C)C(C)(C)C)(C)(C)C.[Br-]. The catalyst is [Pd].[Pd].C(=CC(C=CC1C=CC=CC=1)=O)C1C=CC=CC=1.C(=CC(C=CC1C=CC=CC=1)=O)C1C=CC=CC=1.C(=CC(C=CC1C=CC=CC=1)=O)C1C=CC=CC=1.C1COCC1. The product is [F:11][C:4]1[CH:3]=[C:2]([C:14]2[N:13]([CH3:12])[C:17]([C:18]#[N:19])=[CH:16][CH:15]=2)[CH:7]=[CH:6][C:5]=1[NH:8][C:9]#[N:10]. The yield is 0.120. (2) The reactants are Cl[C:2]1[CH:3]=[CH:4][C:5]2[CH:11]([CH3:12])[N:10]([CH3:13])[CH2:9][CH:8]([CH:14]3[CH2:16][CH2:15]3)[O:7][C:6]=2[N:17]=1.[CH3:18][O:19][C:20]1[N:25]=[C:24]([NH2:26])[CH:23]=[CH:22][C:21]=1[C:27]1[CH:28]=[N:29][N:30]([CH3:32])[CH:31]=1.C1C=CC(P(C2C(C3C(P(C4C=CC=CC=4)C4C=CC=CC=4)=CC=C4C=3C=CC=C4)=C3C(C=CC=C3)=CC=2)C2C=CC=CC=2)=CC=1.CC(C)([O-])C.[Na+].C(=O)=O. The catalyst is C(Cl)Cl.C1C=CC(/C=C/C(/C=C/C2C=CC=CC=2)=O)=CC=1.C1C=CC(/C=C/C(/C=C/C2C=CC=CC=2)=O)=CC=1.C1C=CC(/C=C/C(/C=C/C2C=CC=CC=2)=O)=CC=1.[Pd].[Pd].CC(O)C. The product is [CH:14]1([CH:8]2[CH2:9][N:10]([CH3:13])[CH:11]([CH3:12])[C:5]3[CH:4]=[CH:3][C:2]([NH:26][C:24]4[CH:23]=[CH:22][C:21]([C:27]5[CH:28]=[N:29][N:30]([CH3:32])[CH:31]=5)=[C:20]([O:19][CH3:18])[N:25]=4)=[N:17][C:6]=3[O:7]2)[CH2:16][CH2:15]1. The yield is 0.150. (3) The reactants are [Br:1][C:2]1[CH:3]=[C:4]([CH:7]=[C:8]([O:10][CH3:11])[CH:9]=1)[CH:5]=O.[NH:12]1[CH2:17][CH2:16][CH2:15][CH2:14][CH2:13]1.[BH4-].[Na+]. The catalyst is C(Cl)Cl. The product is [Br:1][C:2]1[CH:3]=[C:4]([CH:7]=[C:8]([O:10][CH3:11])[CH:9]=1)[CH2:5][N:12]1[CH2:17][CH2:16][CH2:15][CH2:14][CH2:13]1. The yield is 0.690. (4) The reactants are [NH:1]1[C:6]2[CH:7]=[CH:8][CH:9]=[CH:10][C:5]=2[O:4][CH2:3][S:2]1(=[O:12])=[O:11].[C:13]1(B(O)O)[CH:18]=[CH:17][CH:16]=[CH:15][CH:14]=1.[N+]1([O-])C=CC=CC=1.C(N(CC)CC)C. The catalyst is ClCCl.C([O-])(=O)C.[Cu+2].C([O-])(=O)C. The product is [C:13]1([N:1]2[C:6]3[CH:7]=[CH:8][CH:9]=[CH:10][C:5]=3[O:4][CH2:3][S:2]2(=[O:11])=[O:12])[CH:18]=[CH:17][CH:16]=[CH:15][CH:14]=1. The yield is 0.410. (5) The reactants are [C:1]1([CH2:7][CH2:8][CH:9]=O)[CH:6]=[CH:5][CH:4]=[CH:3][CH:2]=1.[CH:11]1([NH:17][OH:18])[CH2:16][CH2:15][CH2:14][CH2:13][CH2:12]1.CC1C=CC(S(O)(=O)=O)=CC=1. The catalyst is C(Cl)(Cl)Cl. The product is [CH:11]1([N+:17]([O-:18])=[CH:9][CH2:8][CH2:7][C:1]2[CH:6]=[CH:5][CH:4]=[CH:3][CH:2]=2)[CH2:16][CH2:15][CH2:14][CH2:13][CH2:12]1. The yield is 0.744. (6) The reactants are [Br:1][C:2]1[CH:7]=[CH:6][C:5]([NH:8][C:9]2[N:10]([CH3:32])[C:11](=[O:31])[C:12]([CH3:30])=[CH:13][C:14]=2[C:15]([NH:17][O:18][CH2:19][C@@H:20]([O:22][Si](C(C)(C)C)(C)C)[CH3:21])=[O:16])=[C:4]([F:33])[CH:3]=1.Cl. The catalyst is C1COCC1.CCOC(C)=O. The product is [Br:1][C:2]1[CH:7]=[CH:6][C:5]([NH:8][C:9]2[N:10]([CH3:32])[C:11](=[O:31])[C:12]([CH3:30])=[CH:13][C:14]=2[C:15]([NH:17][O:18][CH2:19][C@@H:20]([OH:22])[CH3:21])=[O:16])=[C:4]([F:33])[CH:3]=1. The yield is 0.690. (7) The reactants are [C:1]([N:7]1[CH2:12][CH2:11][CH:10]([C:13](OCC)=[O:14])[CH2:9][CH2:8]1)(=O)[C:2]([CH3:5])([CH3:4])[CH3:3].[H-].[Al+3].[Li+].[H-].[H-].[H-]. The product is [CH2:1]([N:7]1[CH2:12][CH2:11][CH:10]([CH2:13][OH:14])[CH2:9][CH2:8]1)[C:2]([CH3:5])([CH3:4])[CH3:3]. The yield is 0.970. The catalyst is O1CCCC1. (8) The reactants are [CH:1]([C:4]1[C:9](=[O:10])[N:8]2[N:11]=[CH:12][C:13]([C:14]#[N:15])=[C:7]2[NH:6][C:5]=1[C:16]1[CH:17]=[N:18][NH:19][CH:20]=1)([CH3:3])[CH3:2].Br[CH2:22][CH:23]1[CH2:25][CH2:24]1.C([O-])([O-])=O.[Cs+].[Cs+]. The catalyst is CN(C=O)C. The product is [CH:23]1([CH2:22][N:19]2[CH:20]=[C:16]([C:5]3[NH:6][C:7]4[N:8]([N:11]=[CH:12][C:13]=4[C:14]#[N:15])[C:9](=[O:10])[C:4]=3[CH:1]([CH3:3])[CH3:2])[CH:17]=[N:18]2)[CH2:25][CH2:24]1. The yield is 0.170. (9) The reactants are [Cl:1][C:2]1[CH:7]=[CH:6][C:5]([N+:8]([O-])=O)=[CH:4][C:3]=1[CH:11]([F:13])[F:12]. The catalyst is C(O)(=O)C.[Fe]. The product is [Cl:1][C:2]1[CH:7]=[CH:6][C:5]([NH2:8])=[CH:4][C:3]=1[CH:11]([F:12])[F:13]. The yield is 0.760.